Dataset: Reaction yield outcomes from USPTO patents with 853,638 reactions. Task: Predict the reaction yield, written as a fraction of the theoretical maximum amount of product (1.0 means a 100% yield; for example, 0.34 means a 34% yield). (1) The reactants are [S:1]1[CH:5]=[C:4]([C:6]2[O:7][C:8]3[C:9](=[C:11]([C:15]([OH:17])=O)[CH:12]=[CH:13][CH:14]=3)[N:10]=2)[N:3]=[CH:2]1.[ClH:18].C(N=C=NCCCN(C)C)C.ON1C2C=CC=CC=2N=N1.Cl.Cl.[NH2:42][CH:43]1[CH2:50][CH:49]2[N:51]([CH3:52])[CH:45]([CH2:46][CH2:47][CH2:48]2)[CH2:44]1.C(N(CC)CC)C. The catalyst is CN(C=O)C.C(OCC)(=O)C. The product is [ClH:18].[CH3:52][N:51]1[CH:45]2[CH2:46][CH2:47][CH2:48][CH:49]1[CH2:50][CH:43]([NH:42][C:15]([C:11]1[CH:12]=[CH:13][CH:14]=[C:8]3[O:7][C:6]([C:4]4[N:3]=[CH:2][S:1][CH:5]=4)=[N:10][C:9]=13)=[O:17])[CH2:44]2. The yield is 0.560. (2) The reactants are C(O)C.C([O:6][C:7]([C:9]1[S:13][C:12]([NH:14][C:15]2[CH:20]=[CH:19][CH:18]=[CH:17][CH:16]=2)=[N:11][C:10]=1[CH3:21])=[O:8])C.[OH-].[Na+]. The catalyst is C(O)(=O)C. The product is [CH3:21][C:10]1[N:11]=[C:12]([NH:14][C:15]2[CH:20]=[CH:19][CH:18]=[CH:17][CH:16]=2)[S:13][C:9]=1[C:7]([OH:8])=[O:6]. The yield is 0.480. (3) The reactants are [CH2:1]([O:3][C:4]1[CH:5]=[C:6]([C@H:12]([N:18]2[C:26](=[O:27])[C:25]3[C:20](=[CH:21][CH:22]=[CH:23][C:24]=3[NH:28][C:29]([CH:31]3[CH2:33][CH2:32]3)=[O:30])[CH2:19]2)[CH2:13][C:14](=[O:17])[NH:15][OH:16])[CH:7]=[CH:8][C:9]=1[O:10][CH3:11])[CH3:2].[C:34](Cl)(=[O:38])[CH:35]([CH3:37])[CH3:36]. The catalyst is C(#N)C. The product is [CH2:1]([O:3][C:4]1[CH:5]=[C:6]([C@H:12]([N:18]2[C:26](=[O:27])[C:25]3[C:20](=[CH:21][CH:22]=[CH:23][C:24]=3[NH:28][C:29]([CH:31]3[CH2:33][CH2:32]3)=[O:30])[CH2:19]2)[CH2:13][C:14](=[O:17])[NH:15][O:16][C:34](=[O:38])[CH:35]([CH3:37])[CH3:36])[CH:7]=[CH:8][C:9]=1[O:10][CH3:11])[CH3:2]. The yield is 0.660. (4) The reactants are [Br:1][C:2]1[CH:7]=[CH:6][C:5]([C:8]2[CH:13]=[CH:12][C:11]([S:14](Cl)(=[O:16])=[O:15])=[CH:10][CH:9]=2)=[CH:4][CH:3]=1.[F:18][C:19]([F:37])([S:33]([NH2:36])(=[O:35])=[O:34])[C:20]([F:32])([F:31])[C:21]([F:30])([F:29])[C:22]([F:28])([F:27])[S:23]([NH2:26])(=[O:25])=[O:24].C(N([CH2:43][CH3:44])CC)C.[OH-:45].[Na+].[Na][Na]. The yield is 0.890. The catalyst is O.C(#N)C. The product is [Br:1][C:2]1[CH:7]=[CH:6][C:5]([C:8]2[CH:13]=[CH:12][C:11]([S:14]([NH:36][S:33]([C:19]([F:18])([F:37])[C:20]([F:32])([F:31])[C:21]([F:29])([F:30])[C:22]([F:27])([F:28])[S:23]([NH:26][S:14]([C:11]3[CH:12]=[CH:13][C:8]([C:44]4[CH:43]=[CH:7][C:2]([Br:1])=[CH:3][CH:4]=4)=[CH:9][CH:10]=3)(=[O:15])=[O:45])(=[O:24])=[O:25])(=[O:35])=[O:34])(=[O:16])=[O:15])=[CH:10][CH:9]=2)=[CH:4][CH:3]=1. (5) The reactants are [N:1]1[CH:6]=[CH:5][C:4]([C:7]2[N:8]=[C:9](O)[C:10]3[CH:16]=[CH:15][CH:14]=[N:13][C:11]=3[N:12]=2)=[CH:3][CH:2]=1.C([C:21]1[CH:26]=[C:25](C(C)C)[CH:24]=[C:23](C(C)C)[C:22]=1S(Cl)(=O)=O)(C)C.CC[N:39]([CH2:42]C)[CH2:40][CH3:41].[C:44]([O:48][C:49]([N:51]1CCN[CH2:53][C@@H:52]1CO)=[O:50])([CH3:47])([CH3:46])[CH3:45].C[C:60](N(C)C)=[O:61]. The catalyst is CN(C1C=CN=CC=1)C. The product is [C:44]([O:48][C:49]([N:51]1[CH2:52][CH2:53][N:13]([C:11]2[C:10]3[C:41]([O:61][CH3:60])=[CH:40][N:39]=[CH:42][C:9]=3[N:8]=[C:7]([C:4]3[CH:3]=[CH:2][N:1]=[CH:6][CH:5]=3)[N:12]=2)[CH2:14][C@H:15]1[CH2:16][C:21]1[CH:22]=[CH:23][CH:24]=[CH:25][CH:26]=1)=[O:50])([CH3:45])([CH3:47])[CH3:46]. The yield is 0.390. (6) The catalyst is CC#N. The yield is 1.00. The product is [F:1][C:2]1[CH:7]=[CH:6][C:5]([CH2:8][C:9]([N:14]=[C:13]=[S:12])=[O:10])=[CH:4][CH:3]=1. The reactants are [F:1][C:2]1[CH:7]=[CH:6][C:5]([CH2:8][C:9](Cl)=[O:10])=[CH:4][CH:3]=1.[S-:12][C:13]#[N:14].[NH4+]. (7) The reactants are [F:1][C:2]1[CH:3]=[CH:4][C:5]2[N:6]([C:8]([C:11]3[N:16]=[C:15](O)[C:14]([C:18]([O:20][CH2:21][CH3:22])=[O:19])=[CH:13][N:12]=3)=[CH:9][N:10]=2)[CH:7]=1.P(Cl)(Cl)([Cl:25])=O. No catalyst specified. The product is [Cl:25][C:15]1[C:14]([C:18]([O:20][CH2:21][CH3:22])=[O:19])=[CH:13][N:12]=[C:11]([C:8]2[N:6]3[CH:7]=[C:2]([F:1])[CH:3]=[CH:4][C:5]3=[N:10][CH:9]=2)[N:16]=1. The yield is 0.970. (8) The reactants are [CH3:1][O:2][C:3]1[N:8]=[CH:7][C:6]([CH2:9][C:10]2[C:11](=[O:18])[N:12]=[C:13](SC)[NH:14][CH:15]=2)=[CH:5][N:4]=1.[Cl:19][C:20]1[CH:35]=[CH:34][C:23]([O:24][C:25]2[CH:30]=[CH:29][C:28]([CH2:31][CH2:32][NH2:33])=[CH:27][CH:26]=2)=[CH:22][CH:21]=1. The catalyst is C(O)C. The product is [Cl:19][C:20]1[CH:35]=[CH:34][C:23]([O:24][C:25]2[CH:30]=[CH:29][C:28]([CH2:31][CH2:32][NH:33][C:13]3[NH:14][CH:15]=[C:10]([CH2:9][C:6]4[CH:5]=[N:4][C:3]([O:2][CH3:1])=[N:8][CH:7]=4)[C:11](=[O:18])[N:12]=3)=[CH:27][CH:26]=2)=[CH:22][CH:21]=1. The yield is 0.175. (9) The reactants are [CH:1]1([OH:4])CC1.[Cr](O[Cr]([O-])(=O)=O)([O-])(=O)=O.[NH+]1[CH:19]=[CH:18][CH:17]=[CH:16][CH:15]=1.[NH+]1C=CC=C[CH:21]=1.[OH2:26]. The catalyst is CN(C=O)C. The product is [CH2:16]([C@H:17]1[CH2:21][C@H:18]1[CH2:19][C:1]([OH:4])=[O:26])[CH3:15]. The yield is 0.660. (10) The reactants are Cl[C:2]1[N:7]=[C:6]([NH:8][C:9]2[CH:10]=[C:11]([S:15][CH2:16][CH2:17][OH:18])[CH:12]=[CH:13][CH:14]=2)[C:5]([Cl:19])=[CH:4][N:3]=1.[NH2:20][C:21]1[CH:22]=[C:23]([CH:28]=[C:29]([OH:31])[CH:30]=1)[C:24]([O:26][CH3:27])=[O:25]. No catalyst specified. The product is [Cl:19][C:5]1[C:6]([NH:8][C:9]2[CH:14]=[CH:13][CH:12]=[C:11]([S:15][CH2:16][CH2:17][OH:18])[CH:10]=2)=[N:7][C:2]([NH:20][C:21]2[CH:22]=[C:23]([CH:28]=[C:29]([OH:31])[CH:30]=2)[C:24]([O:26][CH3:27])=[O:25])=[N:3][CH:4]=1. The yield is 0.990.